Dataset: Reaction yield outcomes from USPTO patents with 853,638 reactions. Task: Predict the reaction yield, written as a fraction of the theoretical maximum amount of product (1.0 means a 100% yield; for example, 0.34 means a 34% yield). (1) The reactants are [Cl:1][C:2]1[CH:3]=[C:4]([CH:7]=[C:8]([Cl:20])[C:9]=1[N:10]1[CH:19]=[C:13]2[C:14](Cl)=[N:15][CH:16]=[CH:17][C:12]2=[N:11]1)[C:5]#[N:6].[NH2:21][C:22]1[CH:27]=[C:26]([CH3:28])[N:25]=[C:24]([CH3:29])[N:23]=1.CC1(C)C2C(=C(P(C3C=CC=CC=3)C3C=CC=CC=3)C=CC=2)[O:51]C2C(P(C3C=CC=CC=3)C3C=CC=CC=3)=CC=CC1=2.C(=O)([O-])[O-].[Cs+].[Cs+]. The catalyst is O1CCOCC1.O.C1C=CC(/C=C/C(/C=C/C2C=CC=CC=2)=O)=CC=1.C1C=CC(/C=C/C(/C=C/C2C=CC=CC=2)=O)=CC=1.C1C=CC(/C=C/C(/C=C/C2C=CC=CC=2)=O)=CC=1.[Pd].[Pd].C(#N)C. The product is [OH-:51].[NH4+:6].[Cl:1][C:2]1[CH:3]=[C:4]([CH:7]=[C:8]([Cl:20])[C:9]=1[N:10]1[CH:19]=[C:13]2[C:14]([NH:21][C:22]3[CH:27]=[C:26]([CH3:28])[N:25]=[C:24]([CH3:29])[N:23]=3)=[N:15][CH:16]=[CH:17][C:12]2=[N:11]1)[C:5]#[N:6]. The yield is 0.00100. (2) The catalyst is CN(C=O)C. The yield is 0.540. The reactants are [NH:1]1[C:9]2[C:4](=[CH:5][C:6]([C:10]3[O:14][N:13]=[C:12]([NH2:15])[N:11]=3)=[CH:7][CH:8]=2)[CH:3]=[CH:2]1.[OH-].[K+].[I:18]I.S([O-])([O-])(=O)=S.[Na+].[Na+]. The product is [I:18][C:3]1[C:4]2[C:9](=[CH:8][CH:7]=[C:6]([C:10]3[O:14][N:13]=[C:12]([NH2:15])[N:11]=3)[CH:5]=2)[NH:1][CH:2]=1. (3) The reactants are Br[C:2]1[CH:3]=[C:4]([CH3:13])[C:5](=[O:12])[N:6]([CH:8]2[CH2:11][CH2:10][CH2:9]2)[CH:7]=1.[F:14][C:15]1[CH:41]=[C:40]([F:42])[CH:39]=[CH:38][C:16]=1[O:17][C:18]1[CH:23]=[CH:22][C:21]([NH:24][S:25]([CH3:28])(=[O:27])=[O:26])=[CH:20][C:19]=1B1OC(C)(C)C(C)(C)O1.C([O-])([O-])=O.[K+].[K+]. The catalyst is CN(C=O)C.C1C=CC(P(C2C=CC=CC=2)[C-]2C=CC=C2)=CC=1.C1C=CC(P(C2C=CC=CC=2)[C-]2C=CC=C2)=CC=1.Cl[Pd]Cl.[Fe+2]. The product is [CH:8]1([N:6]2[C:5](=[O:12])[C:4]([CH3:13])=[CH:3][C:2]([C:23]3[CH:22]=[C:21]([NH:24][S:25]([CH3:28])(=[O:26])=[O:27])[CH:20]=[CH:19][C:18]=3[O:17][C:16]3[CH:38]=[CH:39][C:40]([F:42])=[CH:41][C:15]=3[F:14])=[CH:7]2)[CH2:11][CH2:10][CH2:9]1. The yield is 0.320. (4) The reactants are Br[C:2]1[C:11](=[O:12])[C:10]2[C:5](=[CH:6][CH:7]=[CH:8][CH:9]=2)[O:4][CH:3]=1.[F:13][C:14]1[CH:19]=[CH:18][C:17](B(O)O)=[CH:16][CH:15]=1.C([O-])([O-])=O.[K+].[K+].C1COCC1. The catalyst is Cl[Pd](Cl)([P](C1C=CC=CC=1)(C1C=CC=CC=1)C1C=CC=CC=1)[P](C1C=CC=CC=1)(C1C=CC=CC=1)C1C=CC=CC=1.O. The product is [F:13][C:14]1[CH:19]=[CH:18][C:17]([C:2]2[C:11](=[O:12])[C:10]3[C:5](=[CH:6][CH:7]=[CH:8][CH:9]=3)[O:4][CH:3]=2)=[CH:16][CH:15]=1. The yield is 0.230. (5) The reactants are [C:1]([Si:5]([CH3:11])([CH3:10])[O:6][CH2:7][C:8]#[CH:9])([CH3:4])([CH3:3])[CH3:2].[Li]CCCC.B(F)(F)F.[CH3:21][CH2:22][O:23]CC.C(OC(=O)C)(=O)C. The catalyst is C1COCC1. The product is [Si:5]([O:6][CH2:7][C:8]#[C:9][C:22](=[O:23])[CH3:21])([C:1]([CH3:3])([CH3:4])[CH3:2])([CH3:10])[CH3:11]. The yield is 0.526.